Dataset: Catalyst prediction with 721,799 reactions and 888 catalyst types from USPTO. Task: Predict which catalyst facilitates the given reaction. (1) Reactant: [C:1](N1C=CN=C1)(N1C=CN=C1)=[O:2].[Cl:13][C:14]1[CH:15]=[C:16]([CH:34]=[CH:35][C:36]=1[Cl:37])[CH2:17][C:18]1[C:23](=[O:24])[NH:22][C:21]([CH2:25][C:26]([NH:28][NH2:29])=[O:27])=[N:20][C:19]=1[C:30]([F:33])([F:32])[F:31]. Product: [Cl:13][C:14]1[CH:15]=[C:16]([CH:34]=[CH:35][C:36]=1[Cl:37])[CH2:17][C:18]1[C:23](=[O:24])[NH:22][C:21]([CH2:25][C:26]2[O:27][C:1](=[O:2])[NH:29][N:28]=2)=[N:20][C:19]=1[C:30]([F:32])([F:33])[F:31]. The catalyst class is: 20. (2) The catalyst class is: 18. Reactant: [NH2:1][C:2]1[N:3]=[CH:4][C:5]([C:8]2[CH:9]=[C:10]([OH:15])[CH:11]=[CH:12][C:13]=2[Cl:14])=[N:6][CH:7]=1.I[CH:17]([CH3:19])[CH3:18].C([O-])([O-])=O.[K+].[K+]. Product: [Cl:14][C:13]1[CH:12]=[CH:11][C:10]([O:15][CH:17]([CH3:19])[CH3:18])=[CH:9][C:8]=1[C:5]1[N:6]=[CH:7][C:2]([NH2:1])=[N:3][CH:4]=1. (3) Reactant: C(OP([CH2:9][C:10]([O:12][CH2:13][CH3:14])=[O:11])(OCC)=O)C.[H-].[Na+].[C:17]1([CH3:44])[CH:22]=[CH:21][CH:20]=[C:19]([C:23]2[C:27](=[O:28])[C:26]3([CH2:33][CH2:32][C:31](=O)[CH2:30][CH2:29]3)[O:25][C:24]=2[C:35]2[CH:36]=[CH:37][C:38]3[N:39]([N:41]=[CH:42][N:43]=3)[CH:40]=2)[CH:18]=1. Product: [N:43]1[CH:42]=[N:41][N:39]2[CH:40]=[C:35]([C:24]3[O:25][C:26]4([CH2:29][CH2:30][C:31](=[CH:9][C:10]([O:12][CH2:13][CH3:14])=[O:11])[CH2:32][CH2:33]4)[C:27](=[O:28])[C:23]=3[C:19]3[CH:18]=[C:17]([CH3:44])[CH:22]=[CH:21][CH:20]=3)[CH:36]=[CH:37][C:38]=12. The catalyst class is: 1. (4) Reactant: [C:1]([N:8]1[CH2:15][CH2:14][CH2:13][C@H:9]1[C:10]([OH:12])=O)([O:3][C:4]([CH3:7])([CH3:6])[CH3:5])=[O:2].CCN(CC)CC.[CH3:23][C:24]1[CH:25]=[C:26]([CH:28]=[C:29]([CH3:31])[CH:30]=1)[NH2:27]. Product: [CH3:23][C:24]1[CH:25]=[C:26]([NH:27][C:10]([C@@H:9]2[CH2:13][CH2:14][CH2:15][N:8]2[C:1]([O:3][C:4]([CH3:5])([CH3:6])[CH3:7])=[O:2])=[O:12])[CH:28]=[C:29]([CH3:31])[CH:30]=1. The catalyst class is: 448. (5) Reactant: FC(F)(F)C(O)=O.[Cl:8][C:9]1[CH:14]=[C:13]([F:15])[C:12]([C:16]2([C:36]#[N:37])[CH:20]([CH2:21][C:22]([CH3:25])([CH3:24])[CH3:23])[NH:19][CH:18]([C:26]([OH:28])=O)[CH:17]2[C:29]2[CH:34]=[CH:33][CH:32]=[C:31]([Cl:35])[CH:30]=2)=[C:11]([F:38])[CH:10]=1.CC1(C)[O:44][C@@H:43]([CH2:45][CH2:46][NH2:47])[CH2:42][O:41]1.CN(C(ON1N=NC2C=CC=NC1=2)=[N+](C)C)C.F[P-](F)(F)(F)(F)F.CCN(C(C)C)C(C)C.Cl. Product: [OH:44][C@H:43]([CH2:42][OH:41])[CH2:45][CH2:46][NH:47][C:26]([CH:18]1[CH:17]([C:29]2[CH:34]=[CH:33][CH:32]=[C:31]([Cl:35])[CH:30]=2)[C:16]([C:12]2[C:11]([F:38])=[CH:10][C:9]([Cl:8])=[CH:14][C:13]=2[F:15])([C:36]#[N:37])[CH:20]([CH2:21][C:22]([CH3:23])([CH3:24])[CH3:25])[NH:19]1)=[O:28]. The catalyst class is: 539. (6) Reactant: [CH2:1]([O:5][CH2:6][C@@H:7]([NH:12][C:13]([C@H:15]1[O:17][C@@H:16]1[C:18]([OH:20])=[O:19])=[O:14])[CH2:8][CH:9]([CH3:11])[CH3:10])[CH:2]([CH3:4])[CH3:3].C(=O)([O-])[O-].[Na+:25].[Na+]. Product: [CH2:1]([O:5][CH2:6][C@@H:7]([NH:12][C:13]([C@H:15]1[O:17][C@@H:16]1[C:18]([O-:20])=[O:19])=[O:14])[CH2:8][CH:9]([CH3:11])[CH3:10])[CH:2]([CH3:3])[CH3:4].[Na+:25]. The catalyst class is: 95. (7) Reactant: C([O:8][C:9]1[C:18](=[O:19])[N:17]2[C:12]([C:13]([CH3:21])([CH3:20])[O:14][CH2:15][CH2:16]2)=[N:11][C:10]=1[C:22]1[NH:23][C:24]([CH2:28][C:29]2[CH:34]=[CH:33][C:32]([F:35])=[CH:31][CH:30]=2)=[C:25](Cl)[N:26]=1)C1C=CC=CC=1.C(O)=O.[Cl-]. Product: [F:35][C:32]1[CH:33]=[CH:34][C:29]([CH2:28][C:24]2[NH:23][C:22]([C:10]3[N:11]=[C:12]4[N:17]([C:18](=[O:19])[C:9]=3[OH:8])[CH2:16][CH2:15][O:14][C:13]4([CH3:21])[CH3:20])=[N:26][CH:25]=2)=[CH:30][CH:31]=1. The catalyst class is: 19. (8) Reactant: [N+:1]([C:4]1[CH:5]=[CH:6][C:7]([N:11]2[CH2:16][CH2:15][N:14]([C:17]([O:19][CH2:20][CH3:21])=[O:18])[CH2:13][CH2:12]2)=[N:8][C:9]=1[NH2:10])([O-])=O.FC1C=CC(C(O)=O)=CC=1. Product: [NH2:1][C:4]1[CH:5]=[CH:6][C:7]([N:11]2[CH2:16][CH2:15][N:14]([C:17]([O:19][CH2:20][CH3:21])=[O:18])[CH2:13][CH2:12]2)=[N:8][C:9]=1[NH2:10]. The catalyst class is: 50. (9) Reactant: [C:1]1([S:7]([N:10]=[C:11]=[O:12])(=[O:9])=[O:8])[CH:6]=[CH:5][CH:4]=[CH:3][CH:2]=1.[NH2:13][C:14]1[CH:15]=[C:16]([C:22]([C:26]2[CH:31]=[CH:30][C:29]([O:32][CH3:33])=[C:28]([O:34][CH2:35][CH3:36])[CH:27]=2)=[CH:23][C:24]#[N:25])[CH:17]=[CH:18][C:19]=1[O:20][CH3:21]. Product: [C:1]1([S:7]([NH:10][C:11]([NH:13][C:14]2[CH:15]=[C:16]([C:22]([C:26]3[CH:31]=[CH:30][C:29]([O:32][CH3:33])=[C:28]([O:34][CH2:35][CH3:36])[CH:27]=3)=[CH:23][C:24]#[N:25])[CH:17]=[CH:18][C:19]=2[O:20][CH3:21])=[O:12])(=[O:8])=[O:9])[CH:2]=[CH:3][CH:4]=[CH:5][CH:6]=1. The catalyst class is: 1.